Dataset: NCI-60 drug combinations with 297,098 pairs across 59 cell lines. Task: Regression. Given two drug SMILES strings and cell line genomic features, predict the synergy score measuring deviation from expected non-interaction effect. (1) Drug 1: CC1C(C(CC(O1)OC2CC(CC3=C2C(=C4C(=C3O)C(=O)C5=C(C4=O)C(=CC=C5)OC)O)(C(=O)C)O)N)O.Cl. Drug 2: CCN(CC)CCNC(=O)C1=C(NC(=C1C)C=C2C3=C(C=CC(=C3)F)NC2=O)C. Cell line: HL-60(TB). Synergy scores: CSS=38.4, Synergy_ZIP=2.25, Synergy_Bliss=2.93, Synergy_Loewe=-39.9, Synergy_HSA=1.52. (2) Drug 1: CCC1(CC2CC(C3=C(CCN(C2)C1)C4=CC=CC=C4N3)(C5=C(C=C6C(=C5)C78CCN9C7C(C=CC9)(C(C(C8N6C=O)(C(=O)OC)O)OC(=O)C)CC)OC)C(=O)OC)O.OS(=O)(=O)O. Drug 2: COC1=NC(=NC2=C1N=CN2C3C(C(C(O3)CO)O)O)N. Cell line: K-562. Synergy scores: CSS=8.67, Synergy_ZIP=-2.71, Synergy_Bliss=-7.03, Synergy_Loewe=-64.0, Synergy_HSA=-6.47. (3) Cell line: SF-295. Synergy scores: CSS=11.1, Synergy_ZIP=-2.44, Synergy_Bliss=-5.36, Synergy_Loewe=-13.8, Synergy_HSA=-5.06. Drug 2: C1=NC2=C(N=C(N=C2N1C3C(C(C(O3)CO)O)F)Cl)N. Drug 1: CC1C(C(CC(O1)OC2CC(OC(C2O)C)OC3=CC4=CC5=C(C(=O)C(C(C5)C(C(=O)C(C(C)O)O)OC)OC6CC(C(C(O6)C)O)OC7CC(C(C(O7)C)O)OC8CC(C(C(O8)C)O)(C)O)C(=C4C(=C3C)O)O)O)O. (4) Drug 1: C1CCC(C1)C(CC#N)N2C=C(C=N2)C3=C4C=CNC4=NC=N3. Drug 2: CCC(=C(C1=CC=CC=C1)C2=CC=C(C=C2)OCCN(C)C)C3=CC=CC=C3.C(C(=O)O)C(CC(=O)O)(C(=O)O)O. Cell line: NCIH23. Synergy scores: CSS=15.4, Synergy_ZIP=-0.129, Synergy_Bliss=4.52, Synergy_Loewe=4.54, Synergy_HSA=4.22. (5) Drug 1: CC1C(C(CC(O1)OC2CC(CC3=C2C(=C4C(=C3O)C(=O)C5=C(C4=O)C(=CC=C5)OC)O)(C(=O)C)O)N)O.Cl. Drug 2: C1=CN(C=N1)CC(O)(P(=O)(O)O)P(=O)(O)O. Cell line: SNB-19. Synergy scores: CSS=1.79, Synergy_ZIP=-7.66, Synergy_Bliss=-15.1, Synergy_Loewe=-29.7, Synergy_HSA=-16.3.